This data is from Reaction yield outcomes from USPTO patents with 853,638 reactions. The task is: Predict the reaction yield, written as a fraction of the theoretical maximum amount of product (1.0 means a 100% yield; for example, 0.34 means a 34% yield). (1) The reactants are [CH3:1][C:2]1[CH:11]=[C:10]([CH3:12])[CH:9]=[CH:8][C:3]=1[C:4]([NH:6][NH2:7])=[O:5].[N:13]#[C:14]Br.C([O-])(O)=O.[Na+]. The catalyst is O1CCOCC1.O. The product is [CH3:1][C:2]1[CH:11]=[C:10]([CH3:12])[CH:9]=[CH:8][C:3]=1[C:4]1[O:5][C:14]([NH2:13])=[N:7][N:6]=1. The yield is 0.820. (2) The reactants are [H-].[Al+3].[Li+].[H-].[H-].[H-].[CH2:7]([P:9]([CH:16]([C:20]1[CH:25]=[CH:24][CH:23]=[CH:22][CH:21]=1)[CH2:17][CH:18]=[O:19])(=[O:15])[O:10][CH2:11][CH2:12][CH2:13][CH3:14])[CH3:8].O. The catalyst is C(OCC)C. The product is [CH2:7]([P:9]([CH:16]([C:20]1[CH:21]=[CH:22][CH:23]=[CH:24][CH:25]=1)[CH2:17][CH2:18][OH:19])(=[O:15])[O:10][CH2:11][CH2:12][CH2:13][CH3:14])[CH3:8]. The yield is 0.850.